Predict the product of the given reaction. From a dataset of Forward reaction prediction with 1.9M reactions from USPTO patents (1976-2016). (1) Given the reactants [CH2:1]([O:8][C:9]([C:11]1[CH:12]=[C:13]2[C:17](=[CH:18][CH:19]=1)[NH:16][CH:15]=[C:14]2[CH:20]=O)=[O:10])[C:2]1[CH:7]=[CH:6][CH:5]=[CH:4][CH:3]=1.Cl.[NH2:23]O.C(OC(=O)C)(=O)C.[OH-].[Na+], predict the reaction product. The product is: [CH2:1]([O:8][C:9]([C:11]1[CH:12]=[C:13]2[C:17](=[CH:18][CH:19]=1)[NH:16][CH:15]=[C:14]2[C:20]#[N:23])=[O:10])[C:2]1[CH:7]=[CH:6][CH:5]=[CH:4][CH:3]=1. (2) Given the reactants [CH:1]1([NH:4][C:5]([C:7]2[CH:8]=[C:9]([F:31])[C:10]([CH3:30])=[C:11]([C:13]3[C:14]([C:27]([OH:29])=O)=[CH:15][C:16]([C:19]([NH:21][CH2:22][C:23]([CH3:26])([CH3:25])[CH3:24])=[O:20])=[CH:17][CH:18]=3)[CH:12]=2)=[O:6])[CH2:3][CH2:2]1.CN(C(ON1N=NC2C=CC=CC1=2)=[N+](C)C)C.F[P-](F)(F)(F)(F)F.CCN(CC)CC.[C:63]1([CH2:69][CH2:70][NH2:71])[CH:68]=[CH:67][CH:66]=[CH:65][CH:64]=1, predict the reaction product. The product is: [CH:1]1([NH:4][C:5]([C:7]2[CH:12]=[C:11]([C:13]3[C:14]([C:27]([NH:71][CH2:70][CH2:69][C:63]4[CH:68]=[CH:67][CH:66]=[CH:65][CH:64]=4)=[O:29])=[CH:15][C:16]([C:19]([NH:21][CH2:22][C:23]([CH3:24])([CH3:26])[CH3:25])=[O:20])=[CH:17][CH:18]=3)[C:10]([CH3:30])=[C:9]([F:31])[CH:8]=2)=[O:6])[CH2:2][CH2:3]1.